Task: Predict the product of the given reaction.. Dataset: Forward reaction prediction with 1.9M reactions from USPTO patents (1976-2016) (1) Given the reactants [N:1]([C:4]1[CH:16]=[CH:15][C:7]([C:8]([NH:10][CH2:11][CH2:12][CH2:13][CH3:14])=[O:9])=[CH:6][CH:5]=1)=[N+:2]=[N-:3].O=[C:18]([CH2:25][CH2:26][CH3:27])[CH2:19][C:20]([O:22]CC)=[O:21].[O-]CC.[Na+].O, predict the reaction product. The product is: [CH2:11]([NH:10][C:8]([C:7]1[CH:6]=[CH:5][C:4]([N:1]2[C:18]([CH2:25][CH2:26][CH3:27])=[C:19]([C:20]([OH:22])=[O:21])[N:3]=[N:2]2)=[CH:16][CH:15]=1)=[O:9])[CH2:12][CH2:13][CH3:14]. (2) Given the reactants Br[C:2]1[CH:7]=[CH:6][C:5]([C:8]2[C:14]3[CH:15]=[CH:16][CH:17]=[CH:18][C:13]=3[CH2:12][CH2:11][CH2:10][CH:9]=2)=[CH:4][CH:3]=1.[C:19]([O:23][CH3:24])(=[O:22])[CH:20]=[CH2:21].C(N(CC)CC)C, predict the reaction product. The product is: [CH3:24][O:23][C:19](=[O:22])[CH:20]=[CH:21][C:2]1[CH:7]=[CH:6][C:5]([C:8]2[C:14]3[CH:15]=[CH:16][CH:17]=[CH:18][C:13]=3[CH2:12][CH2:11][CH2:10][CH:9]=2)=[CH:4][CH:3]=1.